Task: Predict the product of the given reaction.. Dataset: Forward reaction prediction with 1.9M reactions from USPTO patents (1976-2016) (1) Given the reactants [C:1]1([CH3:11])[CH:6]=[CH:5][C:4]([S:7](Cl)(=[O:9])=[O:8])=[CH:3][CH:2]=1.[NH2:12][C:13]1[CH:14]=[C:15]([CH:20]=[CH:21][C:22]=1[CH3:23])[C:16]([O:18][CH3:19])=[O:17].N1C=CC=C[CH:25]=1, predict the reaction product. The product is: [CH3:19][O:18][C:16](=[O:17])[C:15]1[CH:20]=[CH:21][C:22]([CH3:23])=[C:13]([NH:12][S:7]([C:4]2[CH:5]=[CH:6][C:1]([CH3:11])=[CH:2][CH:3]=2)(=[O:9])=[O:8])[C:14]=1[CH3:25]. (2) Given the reactants [Cl:1][C:2]1[CH:3]=[CH:4][C:5]([O:17][CH2:18][CH:19]([CH3:21])[CH3:20])=[C:6]([NH:8][C:9]2[S:10][CH:11]=[C:12]([C:14](O)=O)[N:13]=2)[CH:7]=1.C1C=CC2N(O)N=NC=2C=1.CCN=C=NCCCN(C)C.CN1CCOCC1.[NH2:50][C:51]1[CH:52]=[C:53]([CH:58]=[CH:59][C:60]=1[NH2:61])[C:54]([O:56][CH3:57])=[O:55], predict the reaction product. The product is: [Cl:1][C:2]1[CH:3]=[CH:4][C:5]([O:17][CH2:18][CH:19]([CH3:21])[CH3:20])=[C:6]([NH:8][C:9]2[S:10][CH:11]=[C:12]([C:14]3[NH:61][C:60]4[CH:59]=[CH:58][C:53]([C:54]([O:56][CH3:57])=[O:55])=[CH:52][C:51]=4[N:50]=3)[N:13]=2)[CH:7]=1. (3) Given the reactants [Cl:1]N1C(=O)CCC1=O.C(O)(=O)C.C(OOC(=O)C1C=CC=CC=1)(=O)C1C=CC=CC=1.[F:31][C:32]1[CH:37]=[C:36]([CH3:38])[CH:35]=[CH:34][N:33]=1, predict the reaction product. The product is: [Cl:1][CH2:38][C:36]1[CH:35]=[CH:34][N:33]=[C:32]([F:31])[CH:37]=1. (4) Given the reactants [Br:1][C:2]1[CH:7]=[CH:6][NH:5][C:4](=[O:8])[CH:3]=1.[O:9]1[CH2:11][C@H:10]1[CH2:12][N:13]1[CH2:22][CH2:21][C:20]2[C:15](=[CH:16][CH:17]=[CH:18][CH:19]=2)[CH2:14]1, predict the reaction product. The product is: [Br:1][C:2]1[CH:7]=[CH:6][N:5]([CH2:11][C@H:10]([OH:9])[CH2:12][N:13]2[CH2:22][CH2:21][C:20]3[C:15](=[CH:16][CH:17]=[CH:18][CH:19]=3)[CH2:14]2)[C:4](=[O:8])[CH:3]=1. (5) Given the reactants C(OC(=O)[N:10]([C@@H:16]([CH2:36][CH2:37][CH:38]([F:62])[CH2:39][NH:40][C:41](=[O:61])[C@H:42]([CH:48]([C:55]1[CH:60]=[CH:59][CH:58]=[CH:57][CH:56]=1)[C:49]1[CH:54]=[CH:53][CH:52]=[CH:51][CH:50]=1)[NH:43][C:44]([O:46][CH3:47])=[O:45])[CH2:17][O:18][Si:19]([C:32]([CH3:35])([CH3:34])[CH3:33])([C:26]1[CH:31]=[CH:30][CH:29]=[CH:28][CH:27]=1)[C:20]1[CH:25]=[CH:24][CH:23]=[CH:22][CH:21]=1)[CH2:11][CH2:12][CH:13]([CH3:15])[CH3:14])C1C=CC=CC=1, predict the reaction product. The product is: [Si:19]([O:18][CH2:17][C@@H:16]([NH:10][CH2:11][CH2:12][CH:13]([CH3:15])[CH3:14])[CH2:36][CH2:37][CH:38]([F:62])[CH2:39][NH:40][C:41](=[O:61])[C@H:42]([CH:48]([C:55]1[CH:60]=[CH:59][CH:58]=[CH:57][CH:56]=1)[C:49]1[CH:50]=[CH:51][CH:52]=[CH:53][CH:54]=1)[NH:43][C:44]([O:46][CH3:47])=[O:45])([C:32]([CH3:33])([CH3:34])[CH3:35])([C:26]1[CH:27]=[CH:28][CH:29]=[CH:30][CH:31]=1)[C:20]1[CH:21]=[CH:22][CH:23]=[CH:24][CH:25]=1. (6) Given the reactants [OH:1][C:2]1[CH:3]=[C:4]2[C:8](=[CH:9][CH:10]=1)[N:7]([CH3:11])[C:6]([C:12]([O:14][CH2:15][CH3:16])=[O:13])=[CH:5]2.[CH2:17](I)[CH2:18][CH3:19].C(=O)([O-])[O-].[Cs+].[Cs+], predict the reaction product. The product is: [CH3:11][N:7]1[C:8]2[C:4](=[CH:3][C:2]([O:1][CH2:17][CH2:18][CH3:19])=[CH:10][CH:9]=2)[CH:5]=[C:6]1[C:12]([O:14][CH2:15][CH3:16])=[O:13].